From a dataset of Forward reaction prediction with 1.9M reactions from USPTO patents (1976-2016). Predict the product of the given reaction. (1) Given the reactants S([O-])(=O)(=O)C.[C:6]([O:10][C:11]([N:13]1[CH2:17][C@@H:16](OS(C)(=O)=O)[CH2:15][C@H:14]1[C:23](=[O:30])[NH:24][C:25]1([C:28]#[N:29])[CH2:27][CH2:26]1)=[O:12])([CH3:9])([CH3:8])[CH3:7].[Br:31][C:32]1[CH:37]=[CH:36][C:35]([SH:38])=[C:34]([C:39]([F:42])([F:41])[F:40])[CH:33]=1, predict the reaction product. The product is: [C:6]([O:10][C:11]([N:13]1[CH2:17][C@H:16]([S:38][C:35]2[CH:36]=[CH:37][C:32]([Br:31])=[CH:33][C:34]=2[C:39]([F:42])([F:40])[F:41])[CH2:15][C@H:14]1[C:23](=[O:30])[NH:24][C:25]1([C:28]#[N:29])[CH2:26][CH2:27]1)=[O:12])([CH3:8])([CH3:7])[CH3:9]. (2) Given the reactants OC(C(F)(F)F)=O.[C:8]([O:27][CH2:28][CH2:29][NH:30][CH2:31][CH2:32][O:33][C:34](=[O:52])[CH2:35][CH2:36][CH2:37][CH2:38][CH2:39][CH2:40][CH2:41]/[CH:42]=[CH:43]\[CH2:44][CH2:45][CH2:46][CH2:47][CH2:48][CH2:49][CH2:50][CH3:51])(=[O:26])[CH2:9][CH2:10][CH2:11][CH2:12][CH2:13][CH2:14][CH2:15]/[CH:16]=[CH:17]\[CH2:18][CH2:19][CH2:20][CH2:21][CH2:22][CH2:23][CH2:24][CH3:25].Cl.[CH3:54][N:55]([CH3:62])[CH2:56][CH2:57][CH2:58][C:59](O)=[O:60].CN(C(ON1N=NC2C=CC=NC1=2)=[N+](C)C)C.F[P-](F)(F)(F)(F)F.CCN(C(C)C)C(C)C, predict the reaction product. The product is: [C:8]([O:27][CH2:28][CH2:29][N:30]([C:59](=[O:60])[CH2:58][CH2:57][CH2:56][N:55]([CH3:62])[CH3:54])[CH2:31][CH2:32][O:33][C:34](=[O:52])[CH2:35][CH2:36][CH2:37][CH2:38][CH2:39][CH2:40][CH2:41]/[CH:42]=[CH:43]\[CH2:44][CH2:45][CH2:46][CH2:47][CH2:48][CH2:49][CH2:50][CH3:51])(=[O:26])[CH2:9][CH2:10][CH2:11][CH2:12][CH2:13][CH2:14][CH2:15]/[CH:16]=[CH:17]\[CH2:18][CH2:19][CH2:20][CH2:21][CH2:22][CH2:23][CH2:24][CH3:25]. (3) Given the reactants [OH:1][C:2]([CH:4]([C:6]1[CH:15]=[CH:14][C:9]([CH2:10][CH:11]([CH3:13])[CH3:12])=[CH:8][CH:7]=1)[CH3:5])=[O:3].[CH2:16]([OH:92])[C@H:17]1[O:22][C@@H:21]2[O:23][C@H:24]3[C@H:29]([OH:30])[C@@H:28]([OH:31])[C@@H:27]([O:32][C@H:33]4[C@H:38]([OH:39])[C@@H:37]([OH:40])[C@@H:36]([O:41][C@H:42]5[C@H:47]([OH:48])[C@@H:46]([OH:49])[C@@H:45]([O:50][C@H:51]6[C@H:56]([OH:57])[C@@H:55]([OH:58])[C@@H:54]([O:59][C@H:60]7[C@H:65]([OH:66])[C@@H:64]([OH:67])[C@@H:63]([O:68][C@H:69]8[C@H:75]([OH:76])[C@@H:74]([OH:77])[C@@H:72]([O:73][C@H:18]1[C@H:19]([OH:91])[C@H:20]2[OH:90])[O:71][C@@H:70]8[CH2:78][OH:79])[O:62][C@@H:61]7[CH2:80][OH:81])[O:53][C@@H:52]6[CH2:82][OH:83])[O:44][C@@H:43]5[CH2:84][OH:85])[O:35][C@@H:34]4[CH2:86][OH:87])[O:26][C@@H:25]3[CH2:88][OH:89].O, predict the reaction product. The product is: [OH:3][C:2]([CH:4]([C:6]1[CH:7]=[CH:8][C:9]([CH2:10][CH:11]([CH3:12])[CH3:13])=[CH:14][CH:15]=1)[CH3:5])=[O:1].[CH2:82]([OH:83])[C@H:52]1[O:53][C@@H:54]2[O:59][C@H:60]3[C@H:65]([OH:66])[C@@H:64]([OH:67])[C@@H:63]([O:68][C@H:69]4[C@H:75]([OH:76])[C@@H:74]([OH:77])[C@@H:72]([O:73][C@H:18]5[C@H:19]([OH:91])[C@@H:20]([OH:90])[C@@H:21]([O:23][C@H:24]6[C@H:29]([OH:30])[C@@H:28]([OH:31])[C@@H:27]([O:32][C@H:33]7[C@H:38]([OH:39])[C@@H:37]([OH:40])[C@@H:36]([O:41][C@H:42]8[C@H:47]([OH:48])[C@@H:46]([OH:49])[C@@H:45]([O:50][C@H:51]1[C@H:56]([OH:57])[C@H:55]2[OH:58])[O:44][C@@H:43]8[CH2:84][OH:85])[O:35][C@@H:34]7[CH2:86][OH:87])[O:26][C@@H:25]6[CH2:88][OH:89])[O:22][C@@H:17]5[CH2:16][OH:92])[O:71][C@@H:70]4[CH2:78][OH:79])[O:62][C@@H:61]3[CH2:80][OH:81]. (4) Given the reactants Br[CH2:2][CH:3]1[CH2:8][CH2:7][N:6]([C:9]([O:11][C:12]([CH3:15])([CH3:14])[CH3:13])=[O:10])[CH2:5][CH2:4]1.[Br:16][C:17]1[CH:22]=[CH:21][C:20]([SH:23])=[CH:19][CH:18]=1.C(=O)([O-])[O-].[Cs+].[Cs+], predict the reaction product. The product is: [Br:16][C:17]1[CH:22]=[CH:21][C:20]([S:23][CH2:2][CH:3]2[CH2:8][CH2:7][N:6]([C:9]([O:11][C:12]([CH3:15])([CH3:14])[CH3:13])=[O:10])[CH2:5][CH2:4]2)=[CH:19][CH:18]=1. (5) Given the reactants N(C(OCC)=O)=NC(OCC)=O.[Cl:13][C:14]1[CH:33]=[CH:32][C:17]([NH:18][C:19]2[C:28]3[C:23](=[CH:24][C:25]([OH:31])=[C:26]([O:29][CH3:30])[CH:27]=3)[N:22]=[CH:21][N:20]=2)=[C:16]([F:34])[CH:15]=1.C1(P(C2C=CC=CC=2)C2C=CC=CC=2)C=CC=CC=1.O[CH2:55][CH2:56][CH2:57][N:58]1[CH2:62][CH2:61][CH2:60][C:59]1=[O:63], predict the reaction product. The product is: [ClH:13].[Cl:13][C:14]1[CH:33]=[CH:32][C:17]([NH:18][C:19]2[C:28]3[C:23](=[CH:24][C:25]([O:31][CH2:55][CH2:56][CH2:57][N:58]4[CH2:62][CH2:61][CH2:60][C:59]4=[O:63])=[C:26]([O:29][CH3:30])[CH:27]=3)[N:22]=[CH:21][N:20]=2)=[C:16]([F:34])[CH:15]=1. (6) Given the reactants [NH2:1][N:2]1[C:7](=[O:8])[C:6]([C:9]2[NH:14][C:13]3[CH:15]=[CH:16][CH:17]=[CH:18][C:12]=3[S:11](=[O:20])(=[O:19])[N:10]=2)=[C:5]([OH:21])[C:4]2[S:22][CH:23]=[CH:24][C:3]1=2.[CH3:25][C:26]1[CH:27]=[C:28]([CH:31]=[CH:32][CH:33]=1)[CH:29]=O, predict the reaction product. The product is: [O:19]=[S:11]1(=[O:20])[C:12]2[CH:18]=[CH:17][CH:16]=[CH:15][C:13]=2[NH:14][C:9]([C:6]2[C:7](=[O:8])[N:2]([N:1]=[CH:25][C:26]3[CH:33]=[CH:32][CH:31]=[C:28]([CH3:29])[CH:27]=3)[C:3]3[CH:24]=[CH:23][S:22][C:4]=3[C:5]=2[OH:21])=[N:10]1.